From a dataset of Aqueous solubility values for 9,982 compounds from the AqSolDB database. Regression/Classification. Given a drug SMILES string, predict its absorption, distribution, metabolism, or excretion properties. Task type varies by dataset: regression for continuous measurements (e.g., permeability, clearance, half-life) or binary classification for categorical outcomes (e.g., BBB penetration, CYP inhibition). For this dataset (solubility_aqsoldb), we predict Y. (1) The compound is O=C(Nc1ccccc1)c1ccccc1I. The Y is -4.21 log mol/L. (2) The molecule is NS(=O)(=O)c1cc(C(=O)c2ccc(CNCc3ccccc3)cc2)cs1. The Y is -3.37 log mol/L.